From a dataset of Catalyst prediction with 721,799 reactions and 888 catalyst types from USPTO. Predict which catalyst facilitates the given reaction. (1) Reactant: [F:1][C:2]([F:19])([F:18])[C:3]([NH:5][CH2:6][CH2:7][C:8]1[CH:13]=[CH:12][C:11]([S:14](Cl)(=[O:16])=[O:15])=[CH:10][CH:9]=1)=[O:4].C[O:21][C:22]1[CH:27]=[CH:26][CH:25]=[CH:24][C:23]=1[O:28]C.[Cl-].[Cl-].[Cl-].[Al+3].B(Br)(Br)Br. Product: [OH:21][C:22]1[CH:27]=[C:26]([S:14]([C:11]2[CH:12]=[CH:13][C:8]([CH2:7][CH2:6][NH:5][C:3](=[O:4])[C:2]([F:19])([F:18])[F:1])=[CH:9][CH:10]=2)(=[O:16])=[O:15])[CH:25]=[CH:24][C:23]=1[OH:28]. The catalyst class is: 417. (2) Reactant: Cl[C:2]1[C:11]([C:12]([O:14][CH2:15]C)=[O:13])=[CH:10][C:9]2[C:4](=[N:5][CH:6]=[CH:7][CH:8]=2)[N:3]=1.[CH3:17][O-:18].[Na+].[NH4+].[Cl-]. Product: [CH3:17][O:18][C:2]1[C:11]([C:12]([O:14][CH3:15])=[O:13])=[CH:10][C:9]2[C:4](=[N:5][CH:6]=[CH:7][CH:8]=2)[N:3]=1. The catalyst class is: 5. (3) Reactant: [CH3:1][C:2]1[CH:11]=[N:10][C:9]2[C:4](=[CH:5][CH:6]=[CH:7][CH:8]=2)[N:3]=1.[Se](=O)=[O:13]. Product: [N:3]1[C:4]2[C:9](=[CH:8][CH:7]=[CH:6][CH:5]=2)[N:10]=[CH:11][C:2]=1[CH:1]=[O:13]. The catalyst class is: 12. (4) Reactant: [CH3:1][C:2]1([C:28]([OH:30])=O)[CH2:8][CH2:7][N:6]([C:9](=[O:23])[C:10]2[CH:15]=[CH:14][C:13]([N:16]3[CH:20]=[CH:19][C:18]([CH3:21])=[N:17]3)=[CH:12][C:11]=2[CH3:22])[C:5]2[CH:24]=[CH:25][CH:26]=[CH:27][C:4]=2[CH2:3]1.ON1C2C=CC=C[C:35]=2N=N1.Cl.C(N=C=NCCCN(C)C)C.Cl.C[NH:55][C:56](=[O:59])[CH2:57][NH2:58]. Product: [NH2:55][C:56](=[O:59])[CH2:57][N:58]([CH3:35])[C:28]([C:2]1([CH3:1])[CH2:8][CH2:7][N:6]([C:9](=[O:23])[C:10]2[CH:15]=[CH:14][C:13]([N:16]3[CH:20]=[CH:19][C:18]([CH3:21])=[N:17]3)=[CH:12][C:11]=2[CH3:22])[C:5]2[CH:24]=[CH:25][CH:26]=[CH:27][C:4]=2[CH2:3]1)=[O:30]. The catalyst class is: 232.